This data is from Peptide-MHC class II binding affinity with 134,281 pairs from IEDB. The task is: Regression. Given a peptide amino acid sequence and an MHC pseudo amino acid sequence, predict their binding affinity value. This is MHC class II binding data. (1) The peptide sequence is AASLRKAGKSVVVLNK. The MHC is DRB3_0301 with pseudo-sequence DRB3_0301. The binding affinity (normalized) is 0.778. (2) The peptide sequence is TQGLLGALLLWMGIN. The MHC is DRB1_0401 with pseudo-sequence DRB1_0401. The binding affinity (normalized) is 0.287. (3) The peptide sequence is PFPQPQQPFCQQPQR. The MHC is HLA-DPA10301-DPB10402 with pseudo-sequence HLA-DPA10301-DPB10402. The binding affinity (normalized) is 0.0984. (4) The MHC is DRB1_0405 with pseudo-sequence DRB1_0405. The binding affinity (normalized) is 0.243. The peptide sequence is KPLLIAEDVEGEY. (5) The binding affinity (normalized) is 0.167. The peptide sequence is TVAAAPQVKYAVFEA. The MHC is DRB1_1302 with pseudo-sequence DRB1_1302.